From a dataset of Peptide-MHC class II binding affinity with 134,281 pairs from IEDB. Regression. Given a peptide amino acid sequence and an MHC pseudo amino acid sequence, predict their binding affinity value. This is MHC class II binding data. (1) The peptide sequence is GKGSIVACAKFTCAK. The MHC is DRB4_0101 with pseudo-sequence DRB4_0103. The binding affinity (normalized) is 0.135. (2) The peptide sequence is IKYEVAIFVHGPTTVESH. The MHC is DRB4_0101 with pseudo-sequence DRB4_0103. The binding affinity (normalized) is 0.655. (3) The peptide sequence is ITDTTIGTGDDCISI. The MHC is HLA-DPA10103-DPB10301 with pseudo-sequence HLA-DPA10103-DPB10301. The binding affinity (normalized) is 0.0644. (4) The binding affinity (normalized) is 0.0617. The peptide sequence is WPTVRERMRRAEPAA. The MHC is DRB1_0701 with pseudo-sequence DRB1_0701. (5) The peptide sequence is GENQIVDKIDAAFKI. The MHC is DRB1_1101 with pseudo-sequence DRB1_1101. The binding affinity (normalized) is 0.255. (6) The peptide sequence is LFFNHHKVMLLGHDD. The MHC is DRB1_0101 with pseudo-sequence DRB1_0101. The binding affinity (normalized) is 0.330.